This data is from Blood-brain barrier permeability classification from the B3DB database. The task is: Regression/Classification. Given a drug SMILES string, predict its absorption, distribution, metabolism, or excretion properties. Task type varies by dataset: regression for continuous measurements (e.g., permeability, clearance, half-life) or binary classification for categorical outcomes (e.g., BBB penetration, CYP inhibition). Dataset: b3db_classification. The compound is CO[C@]12[C@@H](COC(N)=O)C3=C(C(=O)C(C)=C(N)C3=O)N1C[C@H]1N[C@H]12. The result is 0 (does not penetrate BBB).